From a dataset of NCI-60 drug combinations with 297,098 pairs across 59 cell lines. Regression. Given two drug SMILES strings and cell line genomic features, predict the synergy score measuring deviation from expected non-interaction effect. (1) Drug 2: CC1=C(C(=O)C2=C(C1=O)N3CC4C(C3(C2COC(=O)N)OC)N4)N. Synergy scores: CSS=23.4, Synergy_ZIP=-2.50, Synergy_Bliss=1.51, Synergy_Loewe=0.810, Synergy_HSA=2.37. Drug 1: C1=NC(=NC(=O)N1C2C(C(C(O2)CO)O)O)N. Cell line: OVCAR-4. (2) Drug 1: C1=NNC2=C1C(=O)NC=N2. Drug 2: C1C(C(OC1N2C=NC(=NC2=O)N)CO)O. Cell line: KM12. Synergy scores: CSS=13.7, Synergy_ZIP=0.516, Synergy_Bliss=1.65, Synergy_Loewe=-15.2, Synergy_HSA=0.326. (3) Drug 1: C1=CC(=CC=C1CC(C(=O)O)N)N(CCCl)CCCl.Cl. Drug 2: CC1=C2C(C(=O)C3(C(CC4C(C3C(C(C2(C)C)(CC1OC(=O)C(C(C5=CC=CC=C5)NC(=O)C6=CC=CC=C6)O)O)OC(=O)C7=CC=CC=C7)(CO4)OC(=O)C)O)C)OC(=O)C. Cell line: HOP-62. Synergy scores: CSS=27.5, Synergy_ZIP=-7.34, Synergy_Bliss=2.18, Synergy_Loewe=-15.4, Synergy_HSA=0.450. (4) Drug 1: C1=C(C(=O)NC(=O)N1)N(CCCl)CCCl. Drug 2: CN(CCCl)CCCl.Cl. Cell line: MALME-3M. Synergy scores: CSS=12.7, Synergy_ZIP=-8.05, Synergy_Bliss=-4.29, Synergy_Loewe=-8.28, Synergy_HSA=-3.63. (5) Drug 1: C1=C(C(=O)NC(=O)N1)F. Drug 2: CC1CCC2CC(C(=CC=CC=CC(CC(C(=O)C(C(C(=CC(C(=O)CC(OC(=O)C3CCCCN3C(=O)C(=O)C1(O2)O)C(C)CC4CCC(C(C4)OC)O)C)C)O)OC)C)C)C)OC. Cell line: SK-MEL-5. Synergy scores: CSS=46.6, Synergy_ZIP=-13.0, Synergy_Bliss=-12.8, Synergy_Loewe=-6.23, Synergy_HSA=-5.50.